From a dataset of Catalyst prediction with 721,799 reactions and 888 catalyst types from USPTO. Predict which catalyst facilitates the given reaction. Product: [CH3:14][NH:15][CH2:10][C:7]1([C:1]2[CH:6]=[CH:5][CH:4]=[CH:3][CH:2]=2)[CH2:9][CH2:8]1. Reactant: [C:1]1([C:7]2([C:10](O)=O)[CH2:9][CH2:8]2)[CH:6]=[CH:5][CH:4]=[CH:3][CH:2]=1.C[CH2:14][N:15]=C=NCCCN(C)C.Cl.C1C=CC2N(O)N=NC=2C=1.CN. The catalyst class is: 121.